From a dataset of Forward reaction prediction with 1.9M reactions from USPTO patents (1976-2016). Predict the product of the given reaction. (1) Given the reactants [Cl:1][C:2]1[CH:7]=[CH:6][C:5](/[CH:8]=[CH:9]/[C:10]([OH:12])=O)=[C:4]([CH2:13][N:14]2[N:18]=[N:17][C:16]([CH3:19])=[N:15]2)[CH:3]=1.CCN(C(C)C)C(C)C.CN(C(ON1N=NC2C=CC=NC1=2)=[N+](C)C)C.F[P-](F)(F)(F)(F)F.[CH3:53][C@H:54]1[NH:59][CH2:58][CH2:57][N:56]([C:60]2[CH:64]=[CH:63][N:62]([CH3:65])[N:61]=2)[CH2:55]1, predict the reaction product. The product is: [Cl:1][C:2]1[CH:7]=[CH:6][C:5](/[CH:8]=[CH:9]/[C:10]([N:59]2[CH2:58][CH2:57][N:56]([C:60]3[CH:64]=[CH:63][N:62]([CH3:65])[N:61]=3)[CH2:55][C@H:54]2[CH3:53])=[O:12])=[C:4]([CH2:13][N:14]2[N:18]=[N:17][C:16]([CH3:19])=[N:15]2)[CH:3]=1. (2) The product is: [CH2:7]([O:9][C:10]([C:11]1[C:12]([CH3:14])=[N:5][NH:4][C:3]=1[NH:2][CH3:1])=[O:16])[CH3:8]. Given the reactants [CH3:1][NH:2][C:3](=S)[NH:4][NH2:5].[CH2:7]([O:9][C:10](=[O:16])[CH:11](Cl)[C:12]([CH3:14])=O)[CH3:8], predict the reaction product. (3) Given the reactants [CH2:1]1[C:4]2([CH2:9][CH2:8][O:7][CH2:6][CH2:5]2)[CH2:3][N:2]1[C:10]1[CH:16]=[CH:15][C:13]([NH2:14])=[CH:12][CH:11]=1.C(=O)([O-])[O-].[K+].[K+].[Cl:23][C:24]1[N:29]=[C:28](Cl)[N:27]=[CH:26][N:25]=1, predict the reaction product. The product is: [CH2:1]1[C:4]2([CH2:9][CH2:8][O:7][CH2:6][CH2:5]2)[CH2:3][N:2]1[C:10]1[CH:16]=[CH:15][C:13]([NH:14][C:28]2[N:29]=[C:24]([Cl:23])[N:25]=[CH:26][N:27]=2)=[CH:12][CH:11]=1. (4) Given the reactants [F:1][C:2]1[CH:7]=[CH:6][CH:5]=[CH:4][C:3]=1[CH:8]([C:19]1[CH:24]=[CH:23][CH:22]=[CH:21][C:20]=1[F:25])[N:9]1[CH:14]=[CH:13][CH:12]=[C:11]([C:15](O)=[O:16])[C:10]1=[O:18].[NH2:26][C@@H:27]([CH2:35][CH2:36][CH2:37][NH:38][C:39]([NH:41][S:42]([C:45]1[C:46]([CH3:59])=[C:47]2[C:52](=[C:53]([CH3:56])[C:54]=1[CH3:55])[O:51][C:50]([CH3:58])([CH3:57])[CH2:49][CH2:48]2)(=[O:44])=[O:43])=[NH:40])[C:28]([O:30][C:31]([CH3:34])([CH3:33])[CH3:32])=[O:29].CN(C(ON1N=NC2C=CC=CC1=2)=[N+](C)C)C.F[P-](F)(F)(F)(F)F.CCN(C(C)C)C(C)C, predict the reaction product. The product is: [F:1][C:2]1[CH:7]=[CH:6][CH:5]=[CH:4][C:3]=1[CH:8]([C:19]1[CH:24]=[CH:23][CH:22]=[CH:21][C:20]=1[F:25])[N:9]1[CH:14]=[CH:13][CH:12]=[C:11]([C:15]([NH:26][C@@H:27]([CH2:35][CH2:36][CH2:37][NH:38][C:39]([NH:41][S:42]([C:45]2[C:46]([CH3:59])=[C:47]3[C:52](=[C:53]([CH3:56])[C:54]=2[CH3:55])[O:51][C:50]([CH3:58])([CH3:57])[CH2:49][CH2:48]3)(=[O:43])=[O:44])=[NH:40])[C:28]([O:30][C:31]([CH3:32])([CH3:33])[CH3:34])=[O:29])=[O:16])[C:10]1=[O:18]. (5) The product is: [C:29]([O:33][C:34]([NH:36][C@H:37]([C:38]([O:40][CH2:14][O:13][C:12](=[O:16])[N:11]([C:9]1[N:10]=[C:5]2[CH:4]=[CH:3][C:2]([Cl:1])=[CH:7][N:6]2[N:8]=1)[C:17]1[CH:22]=[CH:21][C:20]([S:23]([CH3:26])(=[O:24])=[O:25])=[CH:19][C:18]=1[O:27][CH3:28])=[O:39])[CH:41]([CH3:42])[CH3:43])=[O:35])([CH3:30])([CH3:32])[CH3:31]. Given the reactants [Cl:1][C:2]1[CH:3]=[CH:4][C:5]2[N:6]([N:8]=[C:9]([N:11]([C:17]3[CH:22]=[CH:21][C:20]([S:23]([CH3:26])(=[O:25])=[O:24])=[CH:19][C:18]=3[O:27][CH3:28])[C:12](=[O:16])[O:13][CH2:14]Cl)[N:10]=2)[CH:7]=1.[C:29]([O:33][C:34]([NH:36][C@@H:37]([CH:41]([CH3:43])[CH3:42])[C:38]([O-:40])=[O:39])=[O:35])([CH3:32])([CH3:31])[CH3:30].[Cs+].O, predict the reaction product. (6) Given the reactants [CH3:1][O:2][C:3](=[O:38])[C@H:4]([N:8]1[CH2:16][C:15]2[C:10](=[CH:11][C:12]([C:17]3[CH:22]=[CH:21][C:20]([NH:23][C:24]([NH:26][C:27]4[CH:32]=[CH:31][CH:30]=[C:29]([C:33]([F:36])([F:35])[F:34])[CH:28]=4)=[O:25])=[CH:19][CH:18]=3)=[CH:13][CH:14]=2)[C:9]1=[O:37])[CH:5](C)C.BrC1C=C2C(CN([C@@H](COC)C(OC)=O)[C:46]2=[O:49])=CC=1.CC1(C)C(C)(C)OB(C2C=CC(NC(NC3C=CC=C(C(F)(F)F)C=3)=O)=CC=2)O1, predict the reaction product. The product is: [CH3:46][O:49][CH2:5][C@H:4]([N:8]1[CH2:16][C:15]2[C:10](=[CH:11][C:12]([C:17]3[CH:22]=[CH:21][C:20]([NH:23][C:24]([NH:26][C:27]4[CH:32]=[CH:31][CH:30]=[C:29]([C:33]([F:34])([F:36])[F:35])[CH:28]=4)=[O:25])=[CH:19][CH:18]=3)=[CH:13][CH:14]=2)[C:9]1=[O:37])[C:3]([O:2][CH3:1])=[O:38].